Dataset: Full USPTO retrosynthesis dataset with 1.9M reactions from patents (1976-2016). Task: Predict the reactants needed to synthesize the given product. (1) Given the product [NH2:16][C:13]1([CH3:15])[C:10]2([CH2:12][CH2:11]2)[CH2:9][N:8]([CH2:1][C:2]2[CH:7]=[CH:6][CH:5]=[CH:4][CH:3]=2)[CH2:14]1, predict the reactants needed to synthesize it. The reactants are: [CH2:1]([N:8]1[CH2:14][C:13]([NH:16]C(OC(C)(C)C)=O)([CH3:15])[C:10]2([CH2:12][CH2:11]2)[C:9]1=O)[C:2]1[CH:7]=[CH:6][CH:5]=[CH:4][CH:3]=1.FC(F)(F)C(O)=O.[OH-].[Al+3].[Li+].[OH-].[OH-].[OH-].[OH-].[Na+].S([O-])([O-])(=O)=O.[Na+].[Na+]. (2) Given the product [C:46](=[O:61])([O:45][CH2:44][CH:40]1[CH:41]=[CH:42][CH2:43][CH:38]([CH2:37][O:36][C:35](=[O:62])[NH2:34])[CH2:39]1)[NH2:47], predict the reactants needed to synthesize it. The reactants are: C(=O)(OCC(F)(F)C(F)(F)C(F)(F)C(F)F)OCC(F)(F)C(F)(F)C(F)(F)C(F)F.FC(F)(C(F)(F)C(F)(F)C(F)F)C[NH:34][C:35](=[O:62])[O:36][CH2:37][CH:38]1[CH:43]=[CH:42][CH2:41][CH:40]([CH2:44][O:45][C:46](=[O:61])[NH:47]CC(F)(F)C(F)(F)C(F)(F)C(F)F)[CH2:39]1. (3) Given the product [F:6][C:7]1[CH:12]=[CH:11][CH:10]=[CH:9][C:8]=1[O:13][C:1](=[O:4])[CH2:2][CH3:3], predict the reactants needed to synthesize it. The reactants are: [C:1](Cl)(=[O:4])[CH2:2][CH3:3].[F:6][C:7]1[CH:12]=[CH:11][CH:10]=[CH:9][C:8]=1[OH:13].Cl. (4) The reactants are: [F:1][C:2]1[CH:7]=[CH:6][CH:5]=[CH:4][C:3]=1B(O)O.Br[C:12]1[CH:24]=[CH:23][C:15]([C:16]([O:18][C:19]([CH3:22])([CH3:21])[CH3:20])=[O:17])=[CH:14][N:13]=1. Given the product [F:1][C:2]1[CH:7]=[CH:6][CH:5]=[CH:4][C:3]=1[C:12]1[CH:24]=[CH:23][C:15]([C:16]([O:18][C:19]([CH3:20])([CH3:21])[CH3:22])=[O:17])=[CH:14][N:13]=1, predict the reactants needed to synthesize it. (5) Given the product [Cl:12][C:13]1[C:14]([NH:21][CH2:22][CH:23]2[CH2:31][C:30]3[C:25](=[CH:26][CH:27]=[CH:28][CH:29]=3)[CH2:24]2)=[CH:15][N:16]=[N:17][C:18]=1[NH:19][NH:20][C:9](=[O:11])[CH2:8][CH:5]1[CH2:6][CH2:7]1, predict the reactants needed to synthesize it. The reactants are: S(Cl)(Cl)=O.[CH:5]1([CH2:8][C:9]([OH:11])=O)[CH2:7][CH2:6]1.[Cl:12][C:13]1[C:14]([NH:21][CH2:22][CH:23]2[CH2:31][C:30]3[C:25](=[CH:26][CH:27]=[CH:28][CH:29]=3)[CH2:24]2)=[CH:15][N:16]=[N:17][C:18]=1[NH:19][NH2:20].C(=O)(O)[O-].[Na+]. (6) Given the product [CH3:1][O:2][C:3]([C:5]1([C:8]2[CH:9]=[CH:10][C:11]([C:45]3[CH:44]=[CH:43][C:42]([N:37]4[C:36]([NH:35][C:34]([O:33][C@@H:31]([C:26]5[CH:27]=[CH:28][CH:29]=[CH:30][C:25]=5[C:24]([F:23])([F:50])[F:51])[CH3:32])=[O:49])=[C:40]([CH3:41])[N:39]=[N:38]4)=[CH:47][CH:46]=3)=[CH:12][CH:13]=2)[CH2:6][CH2:7]1)=[O:4], predict the reactants needed to synthesize it. The reactants are: [CH3:1][O:2][C:3]([C:5]1([C:8]2[CH:13]=[CH:12][C:11](B3OC(C)(C)C(C)(C)O3)=[CH:10][CH:9]=2)[CH2:7][CH2:6]1)=[O:4].[F:23][C:24]([F:51])([F:50])[C:25]1[CH:30]=[CH:29][CH:28]=[CH:27][C:26]=1[C@H:31]([O:33][C:34](=[O:49])[NH:35][C:36]1[N:37]([C:42]2[CH:47]=[CH:46][C:45](Br)=[CH:44][CH:43]=2)[N:38]=[N:39][C:40]=1[CH3:41])[CH3:32].P([O-])([O-])([O-])=O.[K+].[K+].[K+].COC1C=CC=C(OC)C=1C1C=CC=CC=1P(C1CCCCC1)C1CCCCC1. (7) Given the product [CH3:18][S:17][C:9]12[CH2:10][CH:11]3[CH2:12][CH:13]([CH2:14][C:7]([CH2:6][N:1]4[CH:5]=[CH:4][CH:3]=[N:2]4)([CH2:16]3)[CH2:8]1)[CH2:15]2, predict the reactants needed to synthesize it. The reactants are: [N:1]1([CH2:6][C:7]23[CH2:16][CH:11]4[CH2:12][CH:13]([CH2:15][C:9]([SH:17])([CH2:10]4)[CH2:8]2)[CH2:14]3)[CH:5]=[CH:4][CH:3]=[N:2]1.[CH3:18][O-].[Na+].IC. (8) Given the product [NH2:8][CH:7]([CH2:34][C:35]1[CH:40]=[N:39][C:38]([NH:41][C:42]([O:43][C:44]([CH3:47])([CH3:46])[CH3:45])=[O:48])=[CH:37][CH:36]=1)[C:6]([O:5][C:1]([CH3:4])([CH3:3])[CH3:2])=[O:22], predict the reactants needed to synthesize it. The reactants are: [C:1]([O:5][C:6](=[O:22])[CH2:7][N:8]=C(C1C=CC=CC=1)C1C=CC=CC=1)([CH3:4])([CH3:3])[CH3:2].C[Si](C)(C)N[Si](C)(C)C.[Li].Br[CH2:34][C:35]1[CH:36]=[CH:37][C:38]([NH:41][C:42](=[O:48])[O:43][C:44]([CH3:47])([CH3:46])[CH3:45])=[N:39][CH:40]=1.